The task is: Predict the product of the given reaction.. This data is from Forward reaction prediction with 1.9M reactions from USPTO patents (1976-2016). (1) Given the reactants [CH2:1]([N:3]1[CH:7]=[C:6]([C:8]2[CH:13]=[CH:12][N:11]=[C:10]3[NH:14][C:15]([C:17]4[CH:22]=[CH:21][C:20]([CH2:23][N:24]5[CH2:29][CH2:28][O:27][CH2:26][CH2:25]5)=[CH:19][CH:18]=4)=[CH:16][C:9]=23)[C:5]([C:30]2[CH:36]=[CH:35][C:33]([NH2:34])=[CH:32][CH:31]=2)=[N:4]1)[CH3:2].C(N(CC)CC)C.Cl[C:45](OC(C)=C)=[O:46].[NH:51]1[CH2:56][CH2:55][S:54](=[O:58])(=[O:57])[CH2:53][CH2:52]1, predict the reaction product. The product is: [CH2:1]([N:3]1[CH:7]=[C:6]([C:8]2[CH:13]=[CH:12][N:11]=[C:10]3[NH:14][C:15]([C:17]4[CH:18]=[CH:19][C:20]([CH2:23][N:24]5[CH2:25][CH2:26][O:27][CH2:28][CH2:29]5)=[CH:21][CH:22]=4)=[CH:16][C:9]=23)[C:5]([C:30]2[CH:31]=[CH:32][C:33]([NH:34][C:45]([N:51]3[CH2:56][CH2:55][S:54](=[O:58])(=[O:57])[CH2:53][CH2:52]3)=[O:46])=[CH:35][CH:36]=2)=[N:4]1)[CH3:2]. (2) Given the reactants [N:1]1([C:7]2[CH:8]=[C:9]([CH:12]=[CH:13][N:14]=2)[C:10]#[N:11])[CH2:6][CH2:5][NH:4][CH2:3][CH2:2]1.C(O)(=O)C.[CH3:19][C:20]([CH3:22])=O.C(O[BH-](OC(=O)C)OC(=O)C)(=O)C.[Na+].[OH-].[Na+], predict the reaction product. The product is: [CH:20]([N:4]1[CH2:3][CH2:2][N:1]([C:7]2[CH:8]=[C:9]([CH:12]=[CH:13][N:14]=2)[C:10]#[N:11])[CH2:6][CH2:5]1)([CH3:22])[CH3:19].